Dataset: CYP2D6 inhibition data for predicting drug metabolism from PubChem BioAssay. Task: Regression/Classification. Given a drug SMILES string, predict its absorption, distribution, metabolism, or excretion properties. Task type varies by dataset: regression for continuous measurements (e.g., permeability, clearance, half-life) or binary classification for categorical outcomes (e.g., BBB penetration, CYP inhibition). Dataset: cyp2d6_veith. (1) The molecule is O=S(=O)(NCc1cn2ccsc2n1)c1ccc(Oc2ccccc2)cc1. The result is 0 (non-inhibitor). (2) The molecule is Cc1ccccc1N1C(=O)c2cc(S(=O)ON)c(Cl)cc2N[C@H]1C. The result is 0 (non-inhibitor).